This data is from Full USPTO retrosynthesis dataset with 1.9M reactions from patents (1976-2016). The task is: Predict the reactants needed to synthesize the given product. (1) Given the product [Br:3][C:4]1[CH:5]=[C:6]2[C:11]3=[C:12]([CH2:14][CH2:15][CH2:16][N:10]3[CH:9]=[C:8]([C:17]([OH:19])=[O:18])[C:7]2=[O:22])[CH:13]=1, predict the reactants needed to synthesize it. The reactants are: [OH-].[Na+].[Br:3][C:4]1[CH:5]=[C:6]2[C:11]3=[C:12]([CH2:14][CH2:15][CH2:16][N:10]3[CH:9]=[C:8]([C:17]([O:19]CC)=[O:18])[C:7]2=[O:22])[CH:13]=1. (2) The reactants are: Cl[C:2]1[CH:7]=[CH:6][C:5]([C:8]([NH:10][C@@H:11]([CH:16]2[CH2:21][CH2:20][CH2:19][CH2:18][CH2:17]2)[C:12]([O:14][CH3:15])=[O:13])=[O:9])=[C:4]([NH:22][C:23]([NH:25][C:26]2[C:31]([CH3:32])=[CH:30][C:29]([CH3:33])=[CH:28][C:27]=2[CH3:34])=[O:24])[CH:3]=1.[CH3:35][O:36][C:37]1[CH:38]=[C:39](B(O)O)[CH:40]=[CH:41][C:42]=1[O:43][CH3:44].[F-].[Cs+].O. Given the product [CH3:35][O:36][C:37]1[CH:38]=[C:39]([C:2]2[CH:7]=[CH:6][C:5]([C:8]([NH:10][C@@H:11]([CH:16]3[CH2:21][CH2:20][CH2:19][CH2:18][CH2:17]3)[C:12]([O:14][CH3:15])=[O:13])=[O:9])=[C:4]([NH:22][C:23]([NH:25][C:26]3[C:27]([CH3:34])=[CH:28][C:29]([CH3:33])=[CH:30][C:31]=3[CH3:32])=[O:24])[CH:3]=2)[CH:40]=[CH:41][C:42]=1[O:43][CH3:44], predict the reactants needed to synthesize it. (3) Given the product [O:1]1[C:8]2[CH:7]=[C:6]([C:9]([O:11][CH2:15][CH2:14][CH:13]([CH3:17])[CH3:12])=[O:10])[NH:5][C:4]=2[CH:3]=[CH:2]1, predict the reactants needed to synthesize it. The reactants are: [O:1]1[C:8]2[CH:7]=[C:6]([C:9]([OH:11])=[O:10])[NH:5][C:4]=2[CH:3]=[CH:2]1.[CH3:12][CH:13]([CH3:17])[CH2:14][CH2:15]O.